Task: Predict which catalyst facilitates the given reaction.. Dataset: Catalyst prediction with 721,799 reactions and 888 catalyst types from USPTO Reactant: [OH:1][C@H:2]1[CH2:6][CH2:5][N:4]([CH2:7][C@@H:8]([N:20](C)[C:21](=O)OCC2C=CC=CC=2)[C:9]2[CH:14]=[CH:13][CH:12]=[C:11]([C:15]3[NH:16][CH:17]=[CH:18][N:19]=3)[CH:10]=2)[CH2:3]1. Product: [NH:16]1[CH:17]=[CH:18][N:19]=[C:15]1[C:11]1[CH:10]=[C:9]([C@H:8]([NH:20][CH3:21])[CH2:7][N:4]2[CH2:5][CH2:6][C@H:2]([OH:1])[CH2:3]2)[CH:14]=[CH:13][CH:12]=1. The catalyst class is: 33.